Task: Predict the reaction yield, written as a fraction of the theoretical maximum amount of product (1.0 means a 100% yield; for example, 0.34 means a 34% yield).. Dataset: Reaction yield outcomes from USPTO patents with 853,638 reactions The reactants are [O:1]([CH2:9][CH2:10][C:11]1[CH:16]=[CH:15][N:14]=[C:13]([C:17]#[N:18])[CH:12]=1)[Si](C(C)(C)C)(C)C.CCCC[N+](CCCC)(CCCC)CCCC.[F-].C1COCC1. The catalyst is C1COCC1. The product is [OH:1][CH2:9][CH2:10][C:11]1[CH:16]=[CH:15][N:14]=[C:13]([C:17]#[N:18])[CH:12]=1. The yield is 0.690.